This data is from Reaction yield outcomes from USPTO patents with 853,638 reactions. The task is: Predict the reaction yield, written as a fraction of the theoretical maximum amount of product (1.0 means a 100% yield; for example, 0.34 means a 34% yield). The reactants are Br[CH2:2][C:3]1[N:4]=[C:5]([N:13]2[CH2:18][CH2:17][O:16][CH2:15][CH2:14]2)[S:6][C:7]=1[C:8]([O:10][CH2:11][CH3:12])=[O:9].[O:19]1[C:24]2[CH:25]=[CH:26][C:27](B(O)O)=[CH:28][C:23]=2[O:22][CH2:21][CH2:20]1.C(=O)([O-])[O-].[Cs+].[Cs+].O1CCOCC1.O. The catalyst is C1C=CC([P]([Pd]([P](C2C=CC=CC=2)(C2C=CC=CC=2)C2C=CC=CC=2)([P](C2C=CC=CC=2)(C2C=CC=CC=2)C2C=CC=CC=2)[P](C2C=CC=CC=2)(C2C=CC=CC=2)C2C=CC=CC=2)(C2C=CC=CC=2)C2C=CC=CC=2)=CC=1. The product is [O:19]1[C:24]2[CH:25]=[CH:26][C:27]([CH2:2][C:3]3[N:4]=[C:5]([N:13]4[CH2:18][CH2:17][O:16][CH2:15][CH2:14]4)[S:6][C:7]=3[C:8]([O:10][CH2:11][CH3:12])=[O:9])=[CH:28][C:23]=2[O:22][CH2:21][CH2:20]1. The yield is 0.470.